Dataset: Full USPTO retrosynthesis dataset with 1.9M reactions from patents (1976-2016). Task: Predict the reactants needed to synthesize the given product. (1) Given the product [Br:1][C:2]1[CH:10]=[C:9]([I:11])[C:5]([C:6]([O:8][CH3:12])=[O:7])=[CH:4][N:3]=1, predict the reactants needed to synthesize it. The reactants are: [Br:1][C:2]1[CH:10]=[C:9]([I:11])[C:5]([C:6]([OH:8])=[O:7])=[CH:4][N:3]=1.[C:12](=O)([O-])[O-].[K+].[K+].CI. (2) Given the product [Br:32][C:10]1[N:11]([CH:29]([CH3:31])[CH3:30])[C:12]([N:13]([C:22]2[CH:23]=[CH:24][C:25]([Cl:28])=[CH:26][CH:27]=2)[C:14]2[CH:19]=[C:18]([Cl:20])[CH:17]=[CH:16][C:15]=2[CH3:21])=[C:8]([C:6]([OH:7])=[O:5])[N:9]=1, predict the reactants needed to synthesize it. The reactants are: [OH-].[Na+].C([O:5][C:6]([C:8]1[N:9]=[C:10]([Br:32])[N:11]([CH:29]([CH3:31])[CH3:30])[C:12]=1[N:13]([C:22]1[CH:27]=[CH:26][C:25]([Cl:28])=[CH:24][CH:23]=1)[C:14]1[CH:19]=[C:18]([Cl:20])[CH:17]=[CH:16][C:15]=1[CH3:21])=[O:7])C. (3) Given the product [CH2:1]([O:8][C:9](=[O:28])[C@@H:10]([NH:15][C:16](=[O:27])[C@@H:17]([NH:19][C:20]([C:50]1[N:46]([CH3:45])[N:47]=[CH:48][CH:49]=1)=[O:22])[CH3:18])[CH2:11][CH:12]([CH3:13])[CH3:14])[C:2]1[CH:3]=[CH:4][CH:5]=[CH:6][CH:7]=1, predict the reactants needed to synthesize it. The reactants are: [CH2:1]([O:8][C:9](=[O:28])[C@@H:10]([NH:15][C:16](=[O:27])[C@@H:17]([NH:19][C:20]([O:22]C(C)(C)C)=O)[CH3:18])[CH2:11][CH:12]([CH3:14])[CH3:13])[C:2]1[CH:7]=[CH:6][CH:5]=[CH:4][CH:3]=1.FC(F)(F)C(O)=O.C(N(CC)C(C)C)(C)C.[CH3:45][N:46]1[C:50](C(O)=O)=[CH:49][CH:48]=[N:47]1.CN(C(ON1N=NC2C=CC=NC1=2)=[N+](C)C)C.F[P-](F)(F)(F)(F)F. (4) Given the product [C:24]([O:23][C:21](=[O:22])[NH:12][C@@H:13]([CH2:18][OH:20])[CH2:14][CH:15]([CH3:16])[CH3:17])([CH3:27])([CH3:26])[CH3:25], predict the reactants needed to synthesize it. The reactants are: [H-].[H-].[H-].[H-].[Li+].[Al+3].C1COCC1.[NH2:12][C@@H:13]([C:18]([OH:20])=O)[CH2:14][CH:15]([CH3:17])[CH3:16].[C:21](O[C:21]([O:23][C:24]([CH3:27])([CH3:26])[CH3:25])=[O:22])([O:23][C:24]([CH3:27])([CH3:26])[CH3:25])=[O:22]. (5) Given the product [CH3:1][O:2][C:3]1[C:11]2[CH:10]=[C:9]([C:12]([OH:14])=[O:13])[S:8][C:7]=2[CH:6]=[CH:5][CH:4]=1, predict the reactants needed to synthesize it. The reactants are: [CH3:1][O:2][C:3]1[C:11]2[CH:10]=[C:9]([C:12]([O:14]C)=[O:13])[S:8][C:7]=2[CH:6]=[CH:5][CH:4]=1.O.[OH-].[Li+].O.Cl. (6) Given the product [CH3:36][O:37][C:38](=[O:49])[C:39]1[CH:40]=[CH:41][C:42]([S:45](=[O:46])(=[O:47])[NH:26][C:19]2[C:20]([CH3:22])=[N:21][C:16]([O:15][CH2:14][C:13]3[N:9]([C:3]4[C:2]([Cl:1])=[CH:7][CH:6]=[CH:5][C:4]=4[Cl:8])[N:10]=[N:11][C:12]=3[CH:27]([CH3:29])[CH3:28])=[CH:17][CH:18]=2)=[CH:43][CH:44]=1, predict the reactants needed to synthesize it. The reactants are: [Cl:1][C:2]1[CH:7]=[CH:6][CH:5]=[C:4]([Cl:8])[C:3]=1[N:9]1[C:13]([CH2:14][O:15][C:16]2[N:21]=[C:20]([C:22](F)(F)F)[C:19]([NH2:26])=[CH:18][CH:17]=2)=[C:12]([CH:27]([CH3:29])[CH3:28])[N:11]=[N:10]1.N1C=CC=CC=1.[CH3:36][O:37][C:38](=[O:49])[C:39]1[CH:44]=[CH:43][C:42]([S:45](Cl)(=[O:47])=[O:46])=[CH:41][CH:40]=1. (7) Given the product [CH3:9][Si:10]([CH3:12])([CH3:11])[C:7]1[C:2]([NH:1][C:15]#[CH:16])=[N:3][CH:4]=[CH:5][CH:6]=1, predict the reactants needed to synthesize it. The reactants are: [NH2:1][C:2]1[C:7](Br)=[CH:6][CH:5]=[CH:4][N:3]=1.[CH3:9][Si:10](C#C)([CH3:12])[CH3:11].[CH:15](N(CC)C(C)C)(C)[CH3:16].O. (8) Given the product [CH2:10]([C:5]([O:4][CH2:1][CH:2]=[O:14])([CH2:12][CH3:13])[C:6]([O:8][CH3:9])=[O:7])[CH3:11], predict the reactants needed to synthesize it. The reactants are: [CH2:1]([O:4][C:5]([CH2:12][CH3:13])([CH2:10][CH3:11])[C:6]([O:8][CH3:9])=[O:7])[CH:2]=C.[O:14]=[O+][O-].CSC. (9) Given the product [Cl:1][C:2]1[CH:7]=[CH:6][C:5]([S:8][CH2:9][CH2:10][C:11]([N:28]([CH2:27][CH3:26])[CH3:29])=[O:12])=[C:4]([NH:14][S:15]([C:18]2[CH:23]=[CH:22][C:21]([Cl:24])=[CH:20][C:19]=2[F:25])(=[O:17])=[O:16])[CH:3]=1, predict the reactants needed to synthesize it. The reactants are: [Cl:1][C:2]1[CH:7]=[CH:6][C:5]([S:8][CH2:9][CH2:10][C:11](O)=[O:12])=[C:4]([NH:14][S:15]([C:18]2[CH:23]=[CH:22][C:21]([Cl:24])=[CH:20][C:19]=2[F:25])(=[O:17])=[O:16])[CH:3]=1.[CH3:26][CH2:27][N:28]=[C:29]=NCCCN(C)C.Cl.C1C=CC2N(O)N=NC=2C=1.O.CNCC. (10) The reactants are: Br[CH2:2][C:3]([C:5]1[N:6]=[C:7]([NH:20][C:21](=[O:30])[C:22]2[C:27]([F:28])=[CH:26][CH:25]=[CH:24][C:23]=2[F:29])[S:8][C:9]=1[C:10]1[CH:15]=[CH:14][CH:13]=[C:12]([C:16]([F:19])([F:18])[F:17])[CH:11]=1)=O.[C:31](=[S:34])([NH2:33])[CH3:32]. Given the product [F:29][C:23]1[CH:24]=[CH:25][CH:26]=[C:27]([F:28])[C:22]=1[C:21]([NH:20][C:7]1[S:8][C:9]([C:10]2[CH:15]=[CH:14][CH:13]=[C:12]([C:16]([F:19])([F:18])[F:17])[CH:11]=2)=[C:5]([C:3]2[N:33]=[C:31]([CH3:32])[S:34][CH:2]=2)[N:6]=1)=[O:30], predict the reactants needed to synthesize it.